From a dataset of Forward reaction prediction with 1.9M reactions from USPTO patents (1976-2016). Predict the product of the given reaction. (1) The product is: [Cl:1][C:2]1[C:11]2[N:12]=[CH:13][NH:14][C:10]=2[C:9]2[O:8][C:7]([C:23]3[CH:28]=[CH:27][CH:26]=[CH:25][CH:24]=3)=[C:6]([I:29])[C:5](=[O:30])[C:4]=2[CH:3]=1. Given the reactants [Cl:1][C:2]1[C:11]2[N:12]=[CH:13][N:14](COCC[Si](C)(C)C)[C:10]=2[C:9]2[O:8][C:7]([C:23]3[CH:28]=[CH:27][CH:26]=[CH:25][CH:24]=3)=[C:6]([I:29])[C:5](=[O:30])[C:4]=2[CH:3]=1.ClC1C2N(COCC[Si](C)(C)C)C=NC=2C2OC(C3C=CC=CC=3)=C(I)C(=O)C=2C=1.C(O)(C(F)(F)F)=O, predict the reaction product. (2) Given the reactants C(#N)C.[CH3:4][CH:5]([C:7]1[N:11]([CH2:12][CH2:13][C@@H:14]([OH:22])[CH2:15][C@@H:16]([OH:21])[CH2:17][C:18]([O-:20])=[O:19])[C:10]([C:23]2[CH:24]=[CH:25][C:26]([F:29])=[CH:27][CH:28]=2)=[C:9]([C:30]2[CH:31]=[CH:32][CH:33]=[CH:34][CH:35]=2)[C:8]=1[C:36]([NH:38][C:39]1[CH:40]=[CH:41][CH:42]=[CH:43][CH:44]=1)=[O:37])[CH3:6].[CH3:6][CH:5]([C:7]1[N:11]([CH2:12][CH2:13][C@@H:14]([OH:22])[CH2:15][C@@H:16]([OH:21])[CH2:17][C:18]([O-:20])=[O:19])[C:10]([C:23]2[CH:28]=[CH:27][C:26]([F:29])=[CH:25][CH:24]=2)=[C:9]([C:30]2[CH:35]=[CH:34][CH:33]=[CH:32][CH:31]=2)[C:8]=1[C:36]([NH:38][C:39]1[CH:44]=[CH:43][CH:42]=[CH:41][CH:40]=1)=[O:37])[CH3:4].[Ca+2], predict the reaction product. The product is: [CH3:6][CH:5]([C:7]1[N:11]([CH2:12][CH2:13][C@@H:14]([OH:22])[CH2:15][C@@H:16]([OH:21])[CH2:17][C:18]([OH:20])=[O:19])[C:10]([C:23]2[CH:28]=[CH:27][C:26]([F:29])=[CH:25][CH:24]=2)=[C:9]([C:30]2[CH:35]=[CH:34][CH:33]=[CH:32][CH:31]=2)[C:8]=1[C:36]([NH:38][C:39]1[CH:44]=[CH:43][CH:42]=[CH:41][CH:40]=1)=[O:37])[CH3:4]. (3) Given the reactants [Br:1][C:2]1[CH:7]=[C:6]([C:8](=[O:12])SCC)[CH:5]=[CH:4][N:3]=1.[I-].[C:14]([C:16]1[C:21]([F:22])=[CH:20][CH:19]=[CH:18][C:17]=1[Zn+])#[N:15], predict the reaction product. The product is: [Br:1][C:2]1[CH:7]=[C:6]([C:8]([C:17]2[CH:18]=[CH:19][CH:20]=[C:21]([F:22])[C:16]=2[C:14]#[N:15])=[O:12])[CH:5]=[CH:4][N:3]=1. (4) Given the reactants [C:1](=[O:4])([O-])[O-].[K+].[K+].[Br:7][C:8]1[CH:9]=[C:10](O)[C:11]([Cl:14])=[N:12][CH:13]=1.IC.C1COCC1, predict the reaction product. The product is: [Br:7][C:8]1[CH:9]=[C:10]([O:4][CH3:1])[C:11]([Cl:14])=[N:12][CH:13]=1. (5) Given the reactants Cl[C:2]1[N:11]=[CH:10][C:9]2[N:8]([CH3:12])[C:7](=[O:13])[CH2:6][N:5]([CH:14]([CH3:16])[CH3:15])[C:4]=2[N:3]=1.[CH3:17][S:18]([C:21]1[CH:22]=[C:23]([NH2:30])[CH:24]=[C:25]([N+:27]([O-:29])=[O:28])[CH:26]=1)(=[O:20])=[O:19], predict the reaction product. The product is: [CH:14]([N:5]1[C:4]2[N:3]=[C:2]([NH:30][C:23]3[CH:24]=[C:25]([N+:27]([O-:29])=[O:28])[CH:26]=[C:21]([S:18]([CH3:17])(=[O:20])=[O:19])[CH:22]=3)[N:11]=[CH:10][C:9]=2[N:8]([CH3:12])[C:7](=[O:13])[CH2:6]1)([CH3:16])[CH3:15]. (6) Given the reactants [C:1]([CH:5]1[N:14]2[C:9](=[CH:10][C:11](=[O:20])[C:12]([C:15]([O:17]CC)=[O:16])=[CH:13]2)[C:8]2[CH:21]=[C:22]([O:35][CH3:36])[C:23]([O:25][CH2:26][CH2:27][CH2:28][N:29]3[CH2:34][CH2:33][O:32][CH2:31][CH2:30]3)=[CH:24][C:7]=2[CH2:6]1)([CH3:4])([CH3:3])[CH3:2].CO.O[Li].O.[ClH:42], predict the reaction product. The product is: [ClH:42].[C:1]([CH:5]1[N:14]2[C:9](=[CH:10][C:11](=[O:20])[C:12]([C:15]([OH:17])=[O:16])=[CH:13]2)[C:8]2[CH:21]=[C:22]([O:35][CH3:36])[C:23]([O:25][CH2:26][CH2:27][CH2:28][N:29]3[CH2:30][CH2:31][O:32][CH2:33][CH2:34]3)=[CH:24][C:7]=2[CH2:6]1)([CH3:4])([CH3:2])[CH3:3]. (7) Given the reactants Br[C:2]1[C:3]([O:22][CH2:23][CH2:24][O:25][CH3:26])=[N:4][CH:5]=[C:6]([CH:21]=1)[C:7]([NH:9][C:10]1[CH:15]=[CH:14][C:13]([O:16][C:17]([F:20])([F:19])[F:18])=[CH:12][CH:11]=1)=[O:8].[O:27]1[CH2:32][CH2:31][CH2:30][CH2:29][CH:28]1[N:33]1[C:37](B2OC(C)(C)C(C)(C)O2)=[CH:36][CH:35]=[N:34]1.C1(C)C=CC=CC=1.[O-]P([O-])([O-])=O.[K+].[K+].[K+], predict the reaction product. The product is: [CH3:26][O:25][CH2:24][CH2:23][O:22][C:3]1[C:2]([C:37]2[N:33]([CH:28]3[CH2:29][CH2:30][CH2:31][CH2:32][O:27]3)[N:34]=[CH:35][CH:36]=2)=[CH:21][C:6]([C:7]([NH:9][C:10]2[CH:15]=[CH:14][C:13]([O:16][C:17]([F:20])([F:19])[F:18])=[CH:12][CH:11]=2)=[O:8])=[CH:5][N:4]=1.